From a dataset of Catalyst prediction with 721,799 reactions and 888 catalyst types from USPTO. Predict which catalyst facilitates the given reaction. Reactant: [F:1][C:2]1[CH:7]=[C:6]([I:8])[CH:5]=[C:4]([F:9])[C:3]=1[C@@H:10]1[C:15]2[NH:16][C:17]3[C:22]([C:14]=2[CH2:13][C@@H:12]([CH3:23])[NH:11]1)=[CH:21][CH:20]=[CH:19][CH:18]=3.C(N(CC)C(C)C)(C)C.[CH3:33][S:34](Cl)(=[O:36])=[O:35]. Product: [F:9][C:4]1[CH:5]=[C:6]([I:8])[CH:7]=[C:2]([F:1])[C:3]=1[C@@H:10]1[C:15]2[NH:16][C:17]3[C:22]([C:14]=2[CH2:13][C@@H:12]([CH3:23])[N:11]1[S:34]([CH3:33])(=[O:36])=[O:35])=[CH:21][CH:20]=[CH:19][CH:18]=3. The catalyst class is: 22.